This data is from Peptide-MHC class II binding affinity with 134,281 pairs from IEDB. The task is: Regression. Given a peptide amino acid sequence and an MHC pseudo amino acid sequence, predict their binding affinity value. This is MHC class II binding data. (1) The peptide sequence is AVHVWLRLPAGRVEI. The MHC is DRB1_1602 with pseudo-sequence DRB1_1602. The binding affinity (normalized) is 0.403. (2) The peptide sequence is KKPVKLASIVKASFEEG. The MHC is DRB1_0801 with pseudo-sequence DRB1_0801. The binding affinity (normalized) is 0.619.